This data is from Reaction yield outcomes from USPTO patents with 853,638 reactions. The task is: Predict the reaction yield, written as a fraction of the theoretical maximum amount of product (1.0 means a 100% yield; for example, 0.34 means a 34% yield). (1) The reactants are C(N(CC)CC)C.[CH2:8]([OH:16])[CH2:9][CH2:10][CH2:11][CH2:12][CH2:13][CH2:14][CH3:15].[N:17]1[CH:22]=[CH:21][CH:20]=[CH:19][C:18]=1[S:23](Cl)(=[O:25])=[O:24]. The catalyst is O. The product is [N:17]1[CH:22]=[CH:21][CH:20]=[CH:19][C:18]=1[S:23]([C:8](=[O:16])[CH2:9][CH2:10][CH2:11][CH2:12][CH2:13][CH2:14][CH3:15])(=[O:25])=[O:24]. The yield is 0.990. (2) The reactants are [N:12]1[C:13]2[C:8](=CC=[C:8]3[C:13]=2[N:12]=[CH:11][CH:10]=[CH:9]3)[CH:9]=[CH:10][CH:11]=1.[C:15]([O-:18])([O-])=O.[Cs+].[Cs+].[F:21][C:22]1[CH:23]=[C:24](I)[CH:25]=C[CH:27]=1.[C:29]1(C)C=CC=C[CH:30]=1. The catalyst is C(OCC)(=O)C.[Cu]I. The product is [F:21][C:22]1[CH:27]=[C:15]([CH:25]=[CH:24][CH:23]=1)[O:18][C@@H:8]1[CH:9]2[CH2:10][CH2:11][N:12]([CH2:29][CH2:30]2)[CH2:13]1. The yield is 0.450. (3) The reactants are Cl.Cl[CH2:3][CH2:4][N:5]1[CH2:9][CH2:8][CH2:7][CH2:6]1.[CH2:10]([NH2:13])[CH2:11][NH2:12].[OH-].[Na+]. The catalyst is O. The product is [N:5]1([CH2:4][CH2:3][NH:12][CH2:11][CH2:10][NH2:13])[CH2:9][CH2:8][CH2:7][CH2:6]1. The yield is 0.510. (4) The reactants are [C:1]([CH2:4][CH2:5][C:6]1[C:10]([CH3:11])=[C:9]([CH:12]=O)[NH:8][C:7]=1[CH3:14])([OH:3])=[O:2].[CH3:15][O:16][C:17]1[CH:25]=[C:24]2[C:20]([CH2:21][C:22](=[O:26])[NH:23]2)=[CH:19][CH:18]=1. The catalyst is N1CCCCC1.C(O)C. The product is [CH3:15][O:16][C:17]1[CH:25]=[C:24]2[C:20]([C:21](=[CH:12][C:9]3[NH:8][C:7]([CH3:14])=[C:6]([CH2:5][CH2:4][C:1]([OH:3])=[O:2])[C:10]=3[CH3:11])[C:22](=[O:26])[NH:23]2)=[CH:19][CH:18]=1. The yield is 0.760. (5) The yield is 0.970. The product is [C:11]([OH:18])(=[O:17])/[CH:12]=[CH:13]/[C:14]([OH:16])=[O:15].[NH2:1][CH2:2][CH2:3][CH2:4][CH2:5][NH:6][CH2:7][CH2:8][CH2:9][NH2:10]. The catalyst is O. The reactants are [NH2:1][CH2:2][CH2:3][CH2:4][CH2:5][NH:6][CH2:7][CH2:8][CH2:9][NH2:10].[C:11]([OH:18])(=[O:17])/[CH:12]=[CH:13]/[C:14]([OH:16])=[O:15]. (6) The reactants are [Cl:1][C:2]1[N:7]=[C:6](Cl)[CH:5]=[C:4]([CH3:9])[N:3]=1.[CH3:10][NH:11][CH2:12][CH2:13][OH:14]. No catalyst specified. The product is [Cl:1][C:2]1[N:7]=[C:6]([N:11]([CH3:10])[CH2:12][CH2:13][OH:14])[CH:5]=[C:4]([CH3:9])[N:3]=1. The yield is 0.610.